Dataset: Full USPTO retrosynthesis dataset with 1.9M reactions from patents (1976-2016). Task: Predict the reactants needed to synthesize the given product. (1) The reactants are: C([N:4](C(C)C)CC)(C)C.C(O)(=[O:12])C.C(O)(=O)C.[NH2:18][CH2:19][CH2:20][CH2:21][CH2:22][C:23]1[CH:28]=[CH:27][C:26]([CH2:29][CH2:30][CH2:31][CH2:32][N:33]([CH2:49][C@H:50]([OH:63])[C:51]2[CH:56]=[CH:55][C:54]([OH:57])=[C:53]([NH:58][S:59]([CH3:62])(=[O:61])=[O:60])[CH:52]=2)[CH2:34][C@@H:35]([C:37]2[CH:38]=[CH:39][C:40]([OH:48])=[C:41]([NH:43][S:44]([CH3:47])(=[O:46])=[O:45])[CH:42]=2)[OH:36])=[CH:25][CH:24]=1.I.[NH2:65][C:66]1[C:67]([C:74]([NH:76][C:77](=[NH:80])SC)=[O:75])=[N:68][C:69]([Cl:73])=[C:70]([NH2:72])[N:71]=1. Given the product [OH-:12].[NH4+:4].[NH2:65][C:66]1[C:67]([C:74]([N:76]=[C:77]([NH2:80])[NH:18][CH2:19][CH2:20][CH2:21][CH2:22][C:23]2[CH:24]=[CH:25][C:26]([CH2:29][CH2:30][CH2:31][CH2:32][N:33]([CH2:49][C@H:50]([OH:63])[C:51]3[CH:56]=[CH:55][C:54]([OH:57])=[C:53]([NH:58][S:59]([CH3:62])(=[O:60])=[O:61])[CH:52]=3)[CH2:34][C@@H:35]([C:37]3[CH:38]=[CH:39][C:40]([OH:48])=[C:41]([NH:43][S:44]([CH3:47])(=[O:46])=[O:45])[CH:42]=3)[OH:36])=[CH:27][CH:28]=2)=[O:75])=[N:68][C:69]([Cl:73])=[C:70]([NH2:72])[N:71]=1, predict the reactants needed to synthesize it. (2) The reactants are: C[O:2][CH:3](OC)[C:4]1[CH:9]=[CH:8][N:7]=[CH:6][C:5]=1[O:10][CH2:11][C:12]1[N:17]=[CH:16][C:15]([C:18]([OH:20])=[O:19])=[CH:14][CH:13]=1.[Cl:23]CCl.FC(F)(F)C(O)=O. Given the product [ClH:23].[CH:3]([C:4]1[CH:9]=[CH:8][N:7]=[CH:6][C:5]=1[O:10][CH2:11][C:12]1[CH:13]=[CH:14][C:15]([C:18]([OH:20])=[O:19])=[CH:16][N:17]=1)=[O:2], predict the reactants needed to synthesize it.